From a dataset of CYP2C9 inhibition data for predicting drug metabolism from PubChem BioAssay. Regression/Classification. Given a drug SMILES string, predict its absorption, distribution, metabolism, or excretion properties. Task type varies by dataset: regression for continuous measurements (e.g., permeability, clearance, half-life) or binary classification for categorical outcomes (e.g., BBB penetration, CYP inhibition). Dataset: cyp2c9_veith. The molecule is CC(=O)NCCNc1nc(-c2cccc(NS(C)(=O)=O)c2)nc2ccccc12. The result is 0 (non-inhibitor).